This data is from Forward reaction prediction with 1.9M reactions from USPTO patents (1976-2016). The task is: Predict the product of the given reaction. Given the reactants [N+:1]([C:4]1[CH:5]=[N:6][CH:7]=[CH:8][C:9]=1[C:10]1[CH2:15][CH2:14][CH2:13][CH:12](O)[CH:11]=1)([O-:3])=[O:2].C1(P(C2C=CC=CC=2)C2C=CC=CC=2)C=CC=CC=1.[C:36]1(=[O:46])[NH:40][C:39](=[O:41])[C:38]2=[CH:42][CH:43]=[CH:44][CH:45]=[C:37]12.N(/C(OC(C)(C)C)=O)=N\C(OC(C)(C)C)=O, predict the reaction product. The product is: [N+:1]([C:4]1[CH:5]=[N:6][CH:7]=[CH:8][C:9]=1[C:10]1[CH2:15][CH2:14][CH2:13][CH:12]([N:40]2[C:36](=[O:46])[C:37]3[C:38](=[CH:42][CH:43]=[CH:44][CH:45]=3)[C:39]2=[O:41])[CH:11]=1)([O-:3])=[O:2].